From a dataset of Experimentally validated miRNA-target interactions with 360,000+ pairs, plus equal number of negative samples. Binary Classification. Given a miRNA mature sequence and a target amino acid sequence, predict their likelihood of interaction. (1) The miRNA is hsa-miR-4314 with sequence CUCUGGGAAAUGGGACAG. The protein sequence of the target gene is MVPHLLLLCLLPLVRATEPHEGRADEQSAEAALAVPNASHFFSWNNYTFSDWQNFVGRRRYGAESQNPTVKALLIVAYSFIIVFSLFGNVLVCHVIFKNQRMHSATSLFIVNLAVADIMITLLNTPFTLVRFVNSTWIFGKGMCHVSRFAQYCSLHVSALTLTAIAVDRHQVIMHPLKPRISITKGVIYIAVIWTMATFFSLPHAICQKLFTFKYSEDIVRSLCLPDFPEPADLFWKYLDLATFILLYILPLLIISVAYARVAKKLWLCNMIGDVTTEQYFALRRKKKKTIKMLMLVVVL.... Result: 0 (no interaction). (2) The protein sequence of the target gene is MGAQAPLRLPAAPPLAVCGYTSVLLLFAFCLPGSRASNQPAGGGGDCPGGRGKSNCSELNLRESDIRVCDESSCKYGGVCKEDGDGLKCACQFQCHTNYIPVCGSNGDTYQNECFLRRAACKHQKDITVVARGPCYSDNGSGSGEGEEEGSGAGAHRKHSKCGPCKYKAECDEDAENVGCVCNIDCSGYSFNPVCASDGSSYNNPCFVREASCIKQEQIDIRHLGHCTDTDDVSLLGKKDDGLQYRPDVKDAGDEREDVYIGSHMPCPENLNGYCIHGKCEFIYSTQKASCRCESGYTGQ.... The miRNA is hsa-miR-6894-3p with sequence UUGCCUGCCCUCUUCCUCCAG. Result: 0 (no interaction). (3) The miRNA is hsa-miR-3190-3p with sequence UGUGGAAGGUAGACGGCCAGAGA. The protein sequence of the target gene is MEENMEEGQTQKGCFECCIKCLGGIPYASLIATILLYAGVALFCGCGHEALSGTVNILQTYFELARTAGDTLDVFTMIDIFKYVIYGIAAAFFVYGILLMVEGFFTTGAIKDLYGDFKITTCGRCVSAWFIMLTYLFMLAWLGVTAFTSLPVYMYFNVWTICRNTTLVEGANLCLDLRQFGIVTIGEEKKICTASENFLRMCESTELNMTFHLFIVALAGAGAAVIAMVHYLMVLSANWAYVKDACRMQKYEDIKSKEEQELHDIHSTRSKERLNAYT. Result: 0 (no interaction). (4) The miRNA is rno-miR-30b-5p with sequence UGUAAACAUCCUACACUCAGCU. The protein sequence of the target gene is MRRRRRRDGFYLAPDFRHREAEDMAGVFDIDLDQPEDAGSEDELEEGGQLNESMDHGGVGPYELGMEHCEKFEISETSVNRGPEKIRPECFELLRVLGKGGYGKVFQVRKVTGANTGKIFAMKVLKKAMIVRNAKDTAHTKAERNILEEVKHPFIVDLIYAFQTGGKLYLILEYLSGGELFMQLEREGIFMEDTACFYLAEISMALGHLHQKGIIYRDLKPENIMLNHQGHVKLTDFGLCKESIHDGTVTHTFCGTIEYMAPEILMRSGHNRAVDWWSLGALMYDMLTGAPPFTGENRKK.... Result: 0 (no interaction). (5) The miRNA is rno-miR-92b-3p with sequence UAUUGCACUCGUCCCGGCCUCC. The protein sequence of the target gene is MWVSWAPGLWLLGLWATFGHGANTGAQCPPSQQEGLKLEHSSSLPANVTGFNLIHRLSLMKTSAIKKIRNPKGPLILRLGAAPVTQPTRRVFPRGLPEEFALVLTLLLKKHTHQKTWYLFQVTDANGYPQISLEVNSQERSLELRAQGQDGDFVSCIFPVPQLFDLRWHKLMLSVAGRVASVHVDCSSASSQPLGPRRPMRPVGHVFLGLDAEQGKPVSFDLQQVHIYCDPELVLEEGCCEILPAGCPPETSKARRDTQSNELIEINPQSEGKVYTRCFCLEEPQNSEVDAQLTGRISQK.... Result: 0 (no interaction).